From a dataset of Catalyst prediction with 721,799 reactions and 888 catalyst types from USPTO. Predict which catalyst facilitates the given reaction. (1) Reactant: [H-].[Al+3].[Li+].[H-].[H-].[H-].[Cl:7][C:8]1[CH:13]=[CH:12][C:11]([C:14]2[O:15][CH:16]=[C:17]([C:19](OCC)=[O:20])[N:18]=2)=[CH:10][C:9]=1[CH3:24].O.[OH-].[Na+]. Product: [Cl:7][C:8]1[CH:13]=[CH:12][C:11]([C:14]2[O:15][CH:16]=[C:17]([CH2:19][OH:20])[N:18]=2)=[CH:10][C:9]=1[CH3:24]. The catalyst class is: 1. (2) Reactant: [ClH:1].[CH2:2]([CH:4]([CH2:33][CH3:34])[CH:5]([C:11]1[CH:16]=[CH:15][C:14]([NH:17][C:18]([CH:20]2[CH2:25][CH2:24][N:23](C(OC(C)(C)C)=O)[CH2:22][CH2:21]2)=[O:19])=[CH:13][CH:12]=1)[N:6]1[CH:10]=[CH:9][N:8]=[CH:7]1)[CH3:3].[OH-].[Na+]. Product: [ClH:1].[CH2:33]([CH:4]([CH2:2][CH3:3])[CH:5]([C:11]1[CH:16]=[CH:15][C:14]([NH:17][C:18]([CH:20]2[CH2:21][CH2:22][NH:23][CH2:24][CH2:25]2)=[O:19])=[CH:13][CH:12]=1)[N:6]1[CH:10]=[CH:9][N:8]=[CH:7]1)[CH3:34]. The catalyst class is: 25.